This data is from Full USPTO retrosynthesis dataset with 1.9M reactions from patents (1976-2016). The task is: Predict the reactants needed to synthesize the given product. (1) Given the product [CH3:11][C:12]([CH3:16])=[CH:13][CH:14]=[C:2]([C:3]1[CH:8]=[CH:7][CH:6]=[CH:5][CH:4]=1)[C:9]#[N:10], predict the reactants needed to synthesize it. The reactants are: [Na].[CH2:2]([C:9]#[N:10])[C:3]1[CH:8]=[CH:7][CH:6]=[CH:5][CH:4]=1.[CH3:11][C:12]([CH3:16])=[CH:13][CH:14]=O. (2) Given the product [C:21]([C:2]1[CH:3]=[CH:4][CH:5]=[C:6]2[C:11]=1[N:10]=[C:9]([S:12][CH3:13])[N:8]([CH3:14])[C:7]2=[O:15])(=[O:23])[CH3:22], predict the reactants needed to synthesize it. The reactants are: Br[C:2]1[CH:3]=[CH:4][CH:5]=[C:6]2[C:11]=1[N:10]=[C:9]([S:12][CH3:13])[N:8]([CH3:14])[C:7]2=[O:15].C([Sn](CCCC)(CCCC)[C:21]([O:23]CC)=[CH2:22])CCC.